From a dataset of Catalyst prediction with 721,799 reactions and 888 catalyst types from USPTO. Predict which catalyst facilitates the given reaction. (1) Reactant: [O:1]1[CH:5]=[CH:4][CH:3]=[C:2]1[C:6]1[N:19]=[C:9]2[N:10]=[C:11](S(C)(=O)=O)[N:12]=[C:13]([NH2:14])[N:8]2[N:7]=1.[Cl:20][C:21]1[CH:22]=[N:23][CH:24]=[C:25]([Cl:35])[C:26]=1[C:27]([N:29]1[CH2:34][CH2:33][NH:32][CH2:31][CH2:30]1)=[O:28]. Product: [NH2:14][C:13]1[N:8]2[N:7]=[C:6]([C:2]3[O:1][CH:5]=[CH:4][CH:3]=3)[N:19]=[C:9]2[N:10]=[C:11]([N:32]2[CH2:33][CH2:34][N:29]([C:27]([C:26]3[C:25]([Cl:35])=[CH:24][N:23]=[CH:22][C:21]=3[Cl:20])=[O:28])[CH2:30][CH2:31]2)[N:12]=1. The catalyst class is: 23. (2) Product: [Cl:13][C:14]1[C:23]([CH:28]=[O:29])=[CH:22][C:21]2[C:16](=[C:17]([C:24]([F:26])([F:25])[F:27])[CH:18]=[CH:19][CH:20]=2)[N:15]=1. Reactant: C([Li])CCC.C(NC(C)C)(C)C.[Cl:13][C:14]1[CH:23]=[CH:22][C:21]2[C:16](=[C:17]([C:24]([F:27])([F:26])[F:25])[CH:18]=[CH:19][CH:20]=2)[N:15]=1.[CH:28](OCC)=[O:29]. The catalyst class is: 1.